This data is from Forward reaction prediction with 1.9M reactions from USPTO patents (1976-2016). The task is: Predict the product of the given reaction. (1) Given the reactants Br[C:2]1[C:3]([F:23])=[C:4]2[C:12](=[C:13]([C:15](=[O:17])[NH2:16])[CH:14]=1)[NH:11][C:10]1[CH:9]=[C:8]([C:18]([O:20][CH2:21][CH3:22])=[O:19])[CH:7]=[CH:6][C:5]2=1.[CH3:24][C:25]1[C:29](B2OC(C)(C)C(C)(C)O2)=[C:28]([CH3:39])[O:27][N:26]=1.P([O-])([O-])([O-])=O.[K+].[K+].[K+], predict the reaction product. The product is: [C:15]([C:13]1[CH:14]=[C:2]([C:29]2[C:25]([CH3:24])=[N:26][O:27][C:28]=2[CH3:39])[C:3]([F:23])=[C:4]2[C:12]=1[NH:11][C:10]1[CH:9]=[C:8]([C:18]([O:20][CH2:21][CH3:22])=[O:19])[CH:7]=[CH:6][C:5]2=1)(=[O:17])[NH2:16]. (2) The product is: [NH:23]([C:16]([C:15]1[CH:20]=[CH:21][C:12]([NH:11][C:9](=[O:10])[CH2:8][O:1][C:2]2[CH:7]=[CH:6][CH:5]=[CH:4][CH:3]=2)=[CH:13][CH:14]=1)=[O:17])[NH2:24]. Given the reactants [O:1]([CH2:8][C:9]([NH:11][C:12]1[CH:21]=[CH:20][C:15]([C:16](OC)=[O:17])=[CH:14][CH:13]=1)=[O:10])[C:2]1[CH:7]=[CH:6][CH:5]=[CH:4][CH:3]=1.O.[NH2:23][NH2:24].O, predict the reaction product. (3) Given the reactants CC1(C)[O:7][CH2:6][CH:5]([N:8]2[CH2:14][CH2:13][C:12]3[CH:15]=[CH:16][C:17]([C:19]4[N:23]=[C:22]([C:24]5[CH:25]=[C:26]([C:34]#[N:35])[C:27]([O:30][CH2:31][CH2:32][CH3:33])=[N:28][CH:29]=5)[O:21][N:20]=4)=[CH:18][C:11]=3[CH2:10][CH2:9]2)[CH2:4][O:3]1.Cl, predict the reaction product. The product is: [OH:7][CH2:6][CH:5]([N:8]1[CH2:14][CH2:13][C:12]2[CH:15]=[CH:16][C:17]([C:19]3[N:23]=[C:22]([C:24]4[CH:25]=[C:26]([C:34]#[N:35])[C:27]([O:30][CH2:31][CH2:32][CH3:33])=[N:28][CH:29]=4)[O:21][N:20]=3)=[CH:18][C:11]=2[CH2:10][CH2:9]1)[CH2:4][OH:3]. (4) Given the reactants [Cl:1][C:2]1[C:3]([CH3:14])=[CH:4][C:5]([N+:11]([O-:13])=[O:12])=[C:6]2[C:10]=1[NH:9][N:8]=[CH:7]2.CC([O-])(C)C.[Na+].Cl[CH2:22][O:23][CH2:24][CH2:25][Si:26]([CH3:29])([CH3:28])[CH3:27], predict the reaction product. The product is: [Cl:1][C:2]1[C:3]([CH3:14])=[CH:4][C:5]([N+:11]([O-:13])=[O:12])=[C:6]2[C:10]=1[N:9]([CH2:22][O:23][CH2:24][CH2:25][Si:26]([CH3:29])([CH3:28])[CH3:27])[N:8]=[CH:7]2. (5) Given the reactants [Cl:1][C:2]1[CH:7]=[CH:6][C:5]([CH:8]([C:23]2[CH:28]=[CH:27][CH:26]=[CH:25][CH:24]=2)[O:9][C:10]2[CH:19]=[CH:18][C:17]([N+:20]([O-])=O)=[CH:16][C:11]=2[C:12]([O:14][CH3:15])=[O:13])=[CH:4][CH:3]=1.[Cl-].[Ca+2].[Cl-], predict the reaction product. The product is: [NH2:20][C:17]1[CH:18]=[CH:19][C:10]([O:9][CH:8]([C:5]2[CH:4]=[CH:3][C:2]([Cl:1])=[CH:7][CH:6]=2)[C:23]2[CH:28]=[CH:27][CH:26]=[CH:25][CH:24]=2)=[C:11]([CH:16]=1)[C:12]([O:14][CH3:15])=[O:13]. (6) Given the reactants C([O:3][C:4](=[O:19])[C@@H:5]([O:17][CH3:18])[CH2:6][C:7]1[CH:12]=[CH:11][C:10]([O:13][CH2:14][CH2:15]Br)=[CH:9][CH:8]=1)C.[N:20]1[C:29]2[C:24](=[CH:25][C:26]([OH:30])=[CH:27][CH:28]=2)[CH:23]=[CH:22][CH:21]=1.CO[C@@H](CC1C=CC(OCCCOC2C=CC=CC=2)=CC=1)C(O)=O, predict the reaction product. The product is: [CH3:18][O:17][C@@H:5]([CH2:6][C:7]1[CH:8]=[CH:9][C:10]([O:13][CH2:14][CH2:15][O:30][C:26]2[CH:25]=[C:24]3[C:29](=[CH:28][CH:27]=2)[N:20]=[CH:21][CH:22]=[CH:23]3)=[CH:11][CH:12]=1)[C:4]([OH:3])=[O:19]. (7) The product is: [C:1]([O:5][C:6](=[O:7])[NH:8][C:9]1[CH:14]=[CH:13][CH:12]=[CH:11][C:10]=1[NH:15][C:16](=[O:17])/[CH:18]=[CH:19]/[C:20]1[CH:25]=[CH:24][C:23]([CH:26]([C:27](=[O:28])[NH:68][C:65]2[CH:66]=[CH:67][C:62]([Br:61])=[CH:63][CH:64]=2)[CH2:30][CH2:31][O:32][Si:33]([C:36]([CH3:38])([CH3:37])[CH3:39])([CH3:34])[CH3:35])=[CH:22][CH:21]=1)([CH3:4])([CH3:2])[CH3:3]. Given the reactants [C:1]([O:5][C:6]([NH:8][C:9]1[CH:14]=[CH:13][CH:12]=[CH:11][C:10]=1[NH:15][C:16](/[CH:18]=[CH:19]/[C:20]1[CH:25]=[CH:24][C:23]([CH:26]([CH2:30][CH2:31][O:32][Si:33]([C:36]([CH3:39])([CH3:38])[CH3:37])([CH3:35])[CH3:34])[C:27](O)=[O:28])=[CH:22][CH:21]=1)=[O:17])=[O:7])([CH3:4])([CH3:3])[CH3:2].CCN=C=NCCCN(C)C.C1C=CC2N(O)N=NC=2C=1.[Br:61][C:62]1[CH:67]=[CH:66][C:65]([NH2:68])=[CH:64][CH:63]=1, predict the reaction product.